From a dataset of TCR-epitope binding with 47,182 pairs between 192 epitopes and 23,139 TCRs. Binary Classification. Given a T-cell receptor sequence (or CDR3 region) and an epitope sequence, predict whether binding occurs between them. The epitope is LEPLVDLPI. The TCR CDR3 sequence is CATRVGLEQFF. Result: 1 (the TCR binds to the epitope).